From a dataset of Catalyst prediction with 721,799 reactions and 888 catalyst types from USPTO. Predict which catalyst facilitates the given reaction. (1) Reactant: [C:10](P([C:10]([CH3:13])([CH3:12])[CH3:11])[C:10]([CH3:13])([CH3:12])[CH3:11])([CH3:13])([CH3:12])[CH3:11].[C:14]1([NH:20][C:21]2[CH:41]=[CH:40][C:24]3[O:25][C:26]4[CH:32]=[C:31]([NH:33][C:34]5[CH:39]=[CH:38][CH:37]=[CH:36][CH:35]=5)[CH:30]=[CH:29][C:27]=4[O:28][C:23]=3[CH:22]=2)[CH:19]=[CH:18][CH:17]=[CH:16][CH:15]=1.Br[C:43]1[CH:44]=[C:45]([C:49]2[CH:54]=[CH:53][CH:52]=[CH:51][CH:50]=2)[CH:46]=[CH:47][CH:48]=1.[CH3:55][C:56](C)([O-])[CH3:57].[Na+].C1(C)[C:62]([CH3:67])=[CH:63][CH:64]=[CH:65]C=1. Product: [C:13]1([C:10]2[CH:11]=[CH:57][CH:56]=[CH:55][CH:12]=2)[CH:65]=[CH:64][CH:63]=[C:62]([N:20]([C:21]2[CH:41]=[CH:40][C:24]3[O:25][C:26]4[CH:32]=[C:31]([N:33]([C:34]5[CH:35]=[CH:36][CH:37]=[CH:38][CH:39]=5)[C:43]5[CH:44]=[C:45]([C:49]6[CH:54]=[CH:53][CH:52]=[CH:51][CH:50]=6)[CH:46]=[CH:47][CH:48]=5)[CH:30]=[CH:29][C:27]=4[O:28][C:23]=3[CH:22]=2)[C:14]2[CH:19]=[CH:18][CH:17]=[CH:16][CH:15]=2)[CH:67]=1. The catalyst class is: 713. (2) Reactant: [CH2:1]([O:4][C:5]([C:7]1[CH:8]=[C:9]([CH:36]=[CH:37][CH:38]=1)[CH2:10][O:11][CH2:12][C@@H:13]([NH:16][C:17](=[O:35])[C@H:18]([CH2:27][C:28]1[CH:33]=[CH:32][CH:31]=[C:30]([CH3:34])[CH:29]=1)[NH:19]C(OC(C)(C)C)=O)[C:14]#[N:15])=[O:6])[CH:2]=[CH2:3]. Product: [CH2:1]([O:4][C:5]([C:7]1[CH:8]=[C:9]([CH:36]=[CH:37][CH:38]=1)[CH2:10][O:11][CH2:12][C@@H:13]([NH:16][C:17](=[O:35])[C@H:18]([CH2:27][C:28]1[CH:33]=[CH:32][CH:31]=[C:30]([CH3:34])[CH:29]=1)[NH2:19])[C:14]#[N:15])=[O:6])[CH:2]=[CH2:3]. The catalyst class is: 106. (3) Reactant: [CH3:1][S:2]([O:5][C:6]1[C:14]([O:15][CH3:16])=[CH:13][C:12]([C:17]2[N:18]([C:28]([O:30][C:31]([CH3:34])([CH3:33])[CH3:32])=[O:29])[C:19]3[C:24]([CH:25]=2)=[CH:23][C:22]([CH:26]=O)=[CH:21][CH:20]=3)=[C:11]2[C:7]=1[CH2:8][NH:9][C:10]2=[O:35])(=[O:4])=[O:3].[CH3:36][NH:37][CH2:38][CH3:39].C(O)(=O)C.C(O[BH-](OC(=O)C)OC(=O)C)(=O)C.[Na+]. Product: [CH3:1][S:2]([O:5][C:6]1[C:14]([O:15][CH3:16])=[CH:13][C:12]([C:17]2[N:18]([C:28]([O:30][C:31]([CH3:34])([CH3:32])[CH3:33])=[O:29])[C:19]3[C:24]([CH:25]=2)=[CH:23][C:22]([CH2:26][N:37]([CH2:38][CH3:39])[CH3:36])=[CH:21][CH:20]=3)=[C:11]2[C:7]=1[CH2:8][NH:9][C:10]2=[O:35])(=[O:3])=[O:4]. The catalyst class is: 10. (4) Reactant: [N+:1]([C:4]1[CH:5]=[C:6]2[CH:12]=[C:11]([C:13]([O:15]C)=[O:14])[NH:10][C:7]2=[N:8][CH:9]=1)([O-:3])=[O:2].C(O)C.[OH-].[Li+]. Product: [N+:1]([C:4]1[CH:5]=[C:6]2[CH:12]=[C:11]([C:13]([OH:15])=[O:14])[NH:10][C:7]2=[N:8][CH:9]=1)([O-:3])=[O:2]. The catalyst class is: 6. (5) Reactant: [NH2:1][CH:2]1[CH2:7][CH2:6][CH2:5][N:4]([C:8]2[CH:13]=[CH:12][N:11]=[C:10]([NH:14][C:15]3[CH:20]=[CH:19][CH:18]=[CH:17][C:16]=3[N+:21]([O-:23])=[O:22])[N:9]=2)[CH2:3]1.[CH2:24]([S:27](Cl)(=[O:29])=[O:28])[CH2:25][CH3:26].C(N(CC)CC)C. Product: [N+:21]([C:16]1[CH:17]=[CH:18][CH:19]=[CH:20][C:15]=1[NH:14][C:10]1[N:9]=[C:8]([N:4]2[CH2:5][CH2:6][CH2:7][CH:2]([NH:1][S:27]([CH2:24][CH2:25][CH3:26])(=[O:29])=[O:28])[CH2:3]2)[CH:13]=[CH:12][N:11]=1)([O-:23])=[O:22]. The catalyst class is: 2. (6) Reactant: [Cl:1][C:2]1[CH:3]=[C:4]([CH:8]([NH:11][C:12]([CH:14]2[CH2:19][CH2:18][N:17]([C:20]3[C:25]([Cl:26])=[CH:24][N:23]=[C:22](Cl)[N:21]=3)[CH2:16][CH2:15]2)=[O:13])[CH2:9][OH:10])[CH:5]=[CH:6][CH:7]=1.[NH2:28][C@@H:29]([CH2:32][CH3:33])[CH2:30][OH:31]. Product: [Cl:1][C:2]1[CH:3]=[C:4]([CH:8]([NH:11][C:12]([CH:14]2[CH2:19][CH2:18][N:17]([C:20]3[C:25]([Cl:26])=[CH:24][N:23]=[C:22]([NH:28][CH:29]([CH2:30][OH:31])[CH2:32][CH3:33])[N:21]=3)[CH2:16][CH2:15]2)=[O:13])[CH2:9][OH:10])[CH:5]=[CH:6][CH:7]=1. The catalyst class is: 8. (7) Reactant: [O:1]=[P:2]12[O:13]P3(OP(OP(O3)([O:9]1)=O)(=O)[O:3]2)=O.P(=O)(O)(O)O.[NH2:20][C@:21]1([CH2:42]O)[CH2:25][CH2:24][C@H:23]([C:26]2[CH:35]=[CH:34][C:33]3[CH2:32][C@H:31]([CH2:36][CH2:37][CH2:38][CH2:39][CH2:40][CH3:41])[CH2:30][CH2:29][C:28]=3[CH:27]=2)[CH2:22]1. Product: [P:2]([OH:13])([OH:9])([O:3][CH2:42][C@@:21]1([NH2:20])[CH2:25][CH2:24][C@H:23]([C:26]2[CH:35]=[CH:34][C:33]3[CH2:32][C@H:31]([CH2:36][CH2:37][CH2:38][CH2:39][CH2:40][CH3:41])[CH2:30][CH2:29][C:28]=3[CH:27]=2)[CH2:22]1)=[O:1]. The catalyst class is: 6. (8) Reactant: [CH3:1][CH:2](OS(C1C=CC(C)=CC=1)(=O)=O)[CH2:3][C:4]1[CH:9]=[CH:8][C:7]([C:10]2[CH:15]=[CH:14][N:13]=[C:12]([NH:16][CH:17]3[CH2:22][C:21]([CH3:24])([CH3:23])[NH:20][C:19]([CH3:26])([CH3:25])[CH2:18]3)[N:11]=2)=[CH:6][CH:5]=1.[N-:38]=[N+:39]=[N-:40].[Na+]. Product: [N:38]([CH:2]([CH3:1])[CH2:3][C:4]1[CH:9]=[CH:8][C:7]([C:10]2[CH:15]=[CH:14][N:13]=[C:12]([NH:16][CH:17]3[CH2:22][C:21]([CH3:23])([CH3:24])[NH:20][C:19]([CH3:25])([CH3:26])[CH2:18]3)[N:11]=2)=[CH:6][CH:5]=1)=[N+:39]=[N-:40]. The catalyst class is: 3. (9) Reactant: [CH2:1]([O:3][C:4](=[O:15])[CH2:5][C:6]([C:8]1[CH:13]=[CH:12][CH:11]=[CH:10][C:9]=1[Cl:14])=[O:7])[CH3:2].S(Cl)([Cl:19])(=O)=O. Product: [Cl:19][CH:5]([C:6]([C:8]1[CH:13]=[CH:12][CH:11]=[CH:10][C:9]=1[Cl:14])=[O:7])[C:4]([O:3][CH2:1][CH3:2])=[O:15]. The catalyst class is: 28. (10) Reactant: [F:1][C:2]1[CH:3]=[CH:4][C:5]([O:10][C:11]2[CH:12]=[C:13]3[C:17](=[CH:18][CH:19]=2)[NH:16][N:15]=[CH:14]3)=[C:6]([CH:9]=1)[C:7]#[N:8].Cl[CH2:21][C:22]([N:24]([CH3:26])[CH3:25])=[O:23].C([O-])([O-])=O.[K+].[K+]. Product: [C:7]([C:6]1[CH:9]=[C:2]([F:1])[CH:3]=[CH:4][C:5]=1[O:10][C:11]1[CH:12]=[C:13]2[C:17](=[CH:18][CH:19]=1)[N:16]([CH2:21][C:22]([N:24]([CH3:26])[CH3:25])=[O:23])[N:15]=[CH:14]2)#[N:8]. The catalyst class is: 589.